Dataset: Full USPTO retrosynthesis dataset with 1.9M reactions from patents (1976-2016). Task: Predict the reactants needed to synthesize the given product. (1) The reactants are: [CH3:1][CH:2]1[CH2:6][CH2:5][CH2:4][NH:3]1.[CH:7]1([C:10]2[N:15]=[C:14]([C:16]([NH:18][C:19]3[CH:27]=[N:26][CH:25]=[CH:24][C:20]=3[C:21](O)=[O:22])=[O:17])[C:13]([NH:28][C:29]3[CH:30]=[N:31][CH:32]=[N:33][CH:34]=3)=[CH:12][CH:11]=2)[CH2:9][CH2:8]1. Given the product [CH3:1][CH:2]1[CH2:6][CH2:5][CH2:4][N:3]1[C:21]([C:20]1[CH:24]=[CH:25][N:26]=[CH:27][C:19]=1[NH:18][C:16]([C:14]1[C:13]([NH:28][C:29]2[CH:30]=[N:31][CH:32]=[N:33][CH:34]=2)=[CH:12][CH:11]=[C:10]([CH:7]2[CH2:9][CH2:8]2)[N:15]=1)=[O:17])=[O:22], predict the reactants needed to synthesize it. (2) Given the product [Cl:30][C:26]1[CH:25]=[C:24]([C:22]2[O:21][N:20]=[C:19]([CH2:18][N:4]([CH3:3])[C:5]3[N:9]([CH3:10])[C:8]([C:11]4[CH:16]=[CH:15][N:14]=[CH:13][CH:12]=4)=[N:7][N:6]=3)[N:23]=2)[CH:29]=[CH:28][CH:27]=1, predict the reactants needed to synthesize it. The reactants are: [H-].[Na+].[CH3:3][NH:4][C:5]1[N:9]([CH3:10])[C:8]([C:11]2[CH:16]=[CH:15][N:14]=[CH:13][CH:12]=2)=[N:7][N:6]=1.Cl[CH2:18][C:19]1[N:23]=[C:22]([C:24]2[CH:29]=[CH:28][CH:27]=[C:26]([Cl:30])[CH:25]=2)[O:21][N:20]=1. (3) Given the product [CH3:22][O:21][C:17]1[CH:16]=[CH:15][C:14]2=[CH:13][CH:12]=[C:11]3[C:20]([N:24]=[N:1][C:2]4[CH:7]=[C:6]5[O:8][CH2:9][O:10][C:5]5=[CH:4][C:3]3=4)=[C:19]2[CH:18]=1, predict the reactants needed to synthesize it. The reactants are: [NH2:1][C:2]1[CH:7]=[C:6]2[O:8][CH2:9][O:10][C:5]2=[CH:4][C:3]=1[C:11]1[CH:20]=[C:19]2[C:14]([CH:15]=[CH:16][C:17]([O:21][CH3:22])=[CH:18]2)=[CH:13][CH:12]=1.Cl.[N:24]([O-])=O.[Na+].O. (4) Given the product [C:25]([O:28][C:29](=[O:31])[NH:19][CH:9]1[CH:8]2[CH2:14][CH:12]3[CH2:13][C:6]([OH:5])([CH2:15][CH:10]1[CH2:11]3)[CH2:7]2)([CH3:27])([CH3:26])[CH3:24], predict the reactants needed to synthesize it. The reactants are: C([O-])=O.[NH4+].[OH:5][C:6]12[CH2:15][CH:10]3[CH2:11][CH:12]([CH2:14][CH:8]([C:9]3=O)[CH2:7]1)[CH2:13]2.C([N:19](CC)CC)C.[CH3:24][C:25]([O:28][C:29]([O:31]C(OC(C)(C)C)=O)=O)([CH3:27])[CH3:26]. (5) Given the product [CH2:1]([C@:8]12[CH2:18][C@H:17]([OH:19])[C@:16]([C:20]3[CH:21]=[CH:22][CH:23]=[CH:24][CH:25]=3)([OH:26])[CH2:15][C@H:14]1[CH2:13][CH2:12][CH2:11][C:10]1[CH:27]=[C:28]([OH:31])[CH:29]=[CH:30][C:9]=12)[C:2]1[CH:7]=[CH:6][CH:5]=[CH:4][CH:3]=1.[CH2:39]([C@@:46]12[CH2:56][C@@H:55]([OH:57])[C@@:54]([C:58]3[CH:59]=[CH:60][CH:61]=[CH:62][CH:63]=3)([OH:64])[CH2:53][C@@H:52]1[CH2:51][CH2:50][CH2:49][C:48]1[CH:65]=[C:66]([OH:69])[CH:67]=[CH:68][C:47]=12)[C:40]1[CH:45]=[CH:44][CH:43]=[CH:42][CH:41]=1, predict the reactants needed to synthesize it. The reactants are: [CH2:1]([C@:8]12[CH2:18][C@H:17]([OH:19])[C@@:16]([OH:26])([C:20]3[CH:25]=[CH:24][CH:23]=[CH:22][CH:21]=3)[CH2:15][C@H:14]1[CH2:13][CH2:12][CH2:11][C:10]1[CH:27]=[C:28]([O:31]S(C(F)(F)F)(=O)=O)[CH:29]=[CH:30][C:9]2=1)[C:2]1[CH:7]=[CH:6][CH:5]=[CH:4][CH:3]=1.[CH2:39]([C@@:46]12[CH2:56][C@@H:55]([OH:57])[C@:54]([OH:64])([C:58]3[CH:63]=[CH:62][CH:61]=[CH:60][CH:59]=3)[CH2:53][C@@H:52]1[CH2:51][CH2:50][CH2:49][C:48]1[CH:65]=[C:66]([O:69]S(C(F)(F)F)(=O)=O)[CH:67]=[CH:68][C:47]2=1)[C:40]1[CH:45]=[CH:44][CH:43]=[CH:42][CH:41]=1.[OH-].C([N+](CCCC)(CCCC)CCCC)CCC. (6) Given the product [CH3:18][C:19]1[CH:24]=[C:23]([CH3:25])[CH:22]=[CH:21][C:20]=1[N:15]1[C:13]2=[N:14][C:9]([OH:8])=[CH:10][CH:11]=[C:12]2[N:17]=[CH:16]1, predict the reactants needed to synthesize it. The reactants are: C([O:8][C:9]1[N:14]=[C:13]2[NH:15][CH:16]=[N:17][C:12]2=[CH:11][CH:10]=1)C1C=CC=CC=1.[CH3:18][C:19]1[CH:24]=[C:23]([CH3:25])[CH:22]=[CH:21][C:20]=1B(O)O.